Dataset: NCI-60 drug combinations with 297,098 pairs across 59 cell lines. Task: Regression. Given two drug SMILES strings and cell line genomic features, predict the synergy score measuring deviation from expected non-interaction effect. Cell line: MDA-MB-231. Synergy scores: CSS=6.72, Synergy_ZIP=-5.76, Synergy_Bliss=-3.55, Synergy_Loewe=-5.51, Synergy_HSA=-1.45. Drug 2: CC1=C(N=C(N=C1N)C(CC(=O)N)NCC(C(=O)N)N)C(=O)NC(C(C2=CN=CN2)OC3C(C(C(C(O3)CO)O)O)OC4C(C(C(C(O4)CO)O)OC(=O)N)O)C(=O)NC(C)C(C(C)C(=O)NC(C(C)O)C(=O)NCCC5=NC(=CS5)C6=NC(=CS6)C(=O)NCCC[S+](C)C)O. Drug 1: CC12CCC(CC1=CCC3C2CCC4(C3CC=C4C5=CN=CC=C5)C)O.